Dataset: Forward reaction prediction with 1.9M reactions from USPTO patents (1976-2016). Task: Predict the product of the given reaction. (1) Given the reactants [C:1]1([C:7]2[NH:11][CH:10]=[C:9]([CH:12]=[O:13])[CH:8]=2)[CH:6]=[CH:5][CH:4]=[CH:3][CH:2]=1.[H-].[Na+].C1OCCOCCOCCOCCOC1.[C:31]1([S:37](Cl)(=[O:39])=[O:38])[CH:36]=[CH:35][CH:34]=[CH:33][CH:32]=1, predict the reaction product. The product is: [C:1]1([C:7]2[N:11]([S:37]([C:31]3[CH:36]=[CH:35][CH:34]=[CH:33][CH:32]=3)(=[O:39])=[O:38])[CH:10]=[C:9]([CH:12]=[O:13])[CH:8]=2)[CH:6]=[CH:5][CH:4]=[CH:3][CH:2]=1. (2) The product is: [CH:29]1([C:27]([NH:26][C@@H:25]2[C@H:21]3[O:20][CH2:19][C@H:18]([NH:17][C:12](=[O:14])[C:11]4[CH:10]=[CH:9][C:8]([O:1][C:2]5[CH:3]=[CH:4][CH:5]=[CH:6][CH:7]=5)=[CH:16][CH:15]=4)[C@H:22]3[O:23][CH2:24]2)=[O:28])[CH2:30][CH2:31]1. Given the reactants [O:1]([C:8]1[CH:16]=[CH:15][C:11]([C:12]([OH:14])=O)=[CH:10][CH:9]=1)[C:2]1[CH:7]=[CH:6][CH:5]=[CH:4][CH:3]=1.[NH2:17][C@@H:18]1[C@H:22]2[O:23][CH2:24][C@H:25]([NH:26][C:27]([CH:29]3[CH2:31][CH2:30]3)=[O:28])[C@H:21]2[O:20][CH2:19]1, predict the reaction product. (3) Given the reactants [CH3:1][S:2][C:3](=[C:6]([C:9]#[N:10])[C:7]#[N:8])[S:4][CH3:5].[C:11]([O:15][CH2:16][CH3:17])(=[O:14])CS.C(N(CC)CC)C, predict the reaction product. The product is: [CH2:16]([O:15][C:11]([C:1]1[S:2][C:3]([S:4][CH3:5])=[C:6]([C:9]#[N:10])[C:7]=1[NH2:8])=[O:14])[CH3:17].